From a dataset of Forward reaction prediction with 1.9M reactions from USPTO patents (1976-2016). Predict the product of the given reaction. (1) Given the reactants [F:1][C:2]([F:17])([F:16])[C:3]1[CH:4]=[CH:5][C:6]2[CH:10]=[C:9]([C:11]([O:13]C)=[O:12])[S:8][C:7]=2[CH:15]=1.O.[OH-].[Li+].O, predict the reaction product. The product is: [F:16][C:2]([F:1])([F:17])[C:3]1[CH:4]=[CH:5][C:6]2[CH:10]=[C:9]([C:11]([OH:13])=[O:12])[S:8][C:7]=2[CH:15]=1. (2) Given the reactants [F-].C([N+](CCCC)(CCCC)CCCC)CCC.[CH3:19][N:20]([CH2:22][C:23]1C[C:26]([C:28]2[CH:35]=[CH:34][CH:33]=[CH:32][C:29]=2[CH:30]=[O:31])=[CH:25][CH:24]=1)[CH3:21].[F:36][C:37]([Si](C)(C)C)([F:39])[F:38].Cl.C1C[O:48]CC1, predict the reaction product. The product is: [CH3:21][N:20]([CH2:22][C:23]1[O:48][C:26]([C:28]2[CH:35]=[CH:34][CH:33]=[CH:32][C:29]=2[CH:30]([OH:31])[C:37]([F:39])([F:38])[F:36])=[CH:25][CH:24]=1)[CH3:19]. (3) Given the reactants [Cl:1][C:2]1[CH:7]=[CH:6][C:5]([C:8]2[C:13]([NH:14][NH2:15])=[N:12][N:11]([CH2:16][C:17]3[C:18]([CH3:27])=[N:19][C:20]([C:23]([F:26])([F:25])[F:24])=[CH:21][CH:22]=3)[C:10](=[O:28])[C:9]=2[C:29]2[CH:34]=[CH:33][N:32]=[CH:31][CH:30]=2)=[CH:4][CH:3]=1.[CH2:35]1C[O:38][CH2:37][CH2:36]1.CCN(CC)CC.C(Cl)(=O)CC, predict the reaction product. The product is: [Cl:1][C:2]1[CH:7]=[CH:6][C:5]([C:8]2[C:13]([NH:14][NH:15][C:37](=[O:38])[CH2:36][CH3:35])=[N:12][N:11]([CH2:16][C:17]3[C:18]([CH3:27])=[N:19][C:20]([C:23]([F:26])([F:25])[F:24])=[CH:21][CH:22]=3)[C:10](=[O:28])[C:9]=2[C:29]2[CH:30]=[CH:31][N:32]=[CH:33][CH:34]=2)=[CH:4][CH:3]=1. (4) Given the reactants [C:1]([C:4]1[CH:5]=[C:6]2[CH:12]=[CH:11][N:10]([C:13]([O:15][C:16]([CH3:19])([CH3:18])[CH3:17])=[O:14])[C:7]2=[CH:8][N:9]=1)(=O)[CH3:2].[BH3-]C#[N:22].[Na+], predict the reaction product. The product is: [NH2:22][CH:1]([C:4]1[CH:5]=[C:6]2[CH:12]=[CH:11][N:10]([C:13]([O:15][C:16]([CH3:19])([CH3:18])[CH3:17])=[O:14])[C:7]2=[CH:8][N:9]=1)[CH3:2].